From a dataset of Forward reaction prediction with 1.9M reactions from USPTO patents (1976-2016). Predict the product of the given reaction. (1) Given the reactants F[C:2]1[CH:7]=[CH:6][C:5]([N+:8]([O-:10])=[O:9])=[CH:4][CH:3]=1.C(=O)([O-])[O-].[K+].[K+].[CH3:17][C:18]1[C:23]([CH3:24])=[CH:22][CH:21]=[CH:20][C:19]=1[OH:25], predict the reaction product. The product is: [N+:8]([C:5]1[CH:6]=[CH:7][C:2]([O:25][C:19]2[CH:20]=[CH:21][CH:22]=[C:23]([CH3:24])[C:18]=2[CH3:17])=[CH:3][CH:4]=1)([O-:10])=[O:9]. (2) Given the reactants [N+:1]([C:4]1[CH:5]=[C:6]2[N:12]([S:13]([C:16]3[CH:21]=[CH:20][CH:19]=[C:18]([C:22]([F:25])([F:24])[F:23])[CH:17]=3)(=[O:15])=[O:14])[N:11]=[CH:10][C:7]2=[N:8][CH:9]=1)([O-])=O, predict the reaction product. The product is: [F:25][C:22]([F:23])([F:24])[C:18]1[CH:17]=[C:16]([S:13]([N:12]2[C:6]3[C:7](=[N:8][CH:9]=[C:4]([NH2:1])[CH:5]=3)[CH:10]=[N:11]2)(=[O:15])=[O:14])[CH:21]=[CH:20][CH:19]=1. (3) Given the reactants C(OC(NC1C=C(C2C(C3C=CC=CC=3[F:35])=NN(C3C=CC4N(C=NN=4)N=3)C=2)C=CN=1)=O)(C)(C)C.C(OC([NH:43][C:44]1[CH:49]=[C:48]([C:50]2[C:51]([C:64]3[CH:69]=[CH:68][CH:67]=[CH:66][CH:65]=3)=[N:52][N:53]([C:55]3[CH:56]=[CH:57][C:58]4[N:59]([CH:61]=[N:62][N:63]=4)[N:60]=3)[CH:54]=2)[CH:47]=[CH:46][N:45]=1)=O)(C)(C)C, predict the reaction product. The product is: [NH2:43][C:44]1[CH:49]=[C:48]([C:50]2[C:51]([C:64]3[CH:69]=[CH:68][CH:67]=[C:66]([F:35])[CH:65]=3)=[N:52][N:53]([C:55]3[CH:56]=[CH:57][C:58]4[N:59]([CH:61]=[N:62][N:63]=4)[N:60]=3)[CH:54]=2)[CH:47]=[CH:46][N:45]=1. (4) Given the reactants ClC1C=C(N(CC)C2CN(C)C2)C(C)=C(C=1)[C:7]([O:9]C)=[O:8].[Cl:21][C:22]1[CH:23]=[C:24]([N:32]([CH2:38][CH3:39])[CH:33]2[CH2:36][N:35]([CH3:37])[CH2:34]2)[C:25]([CH3:31])=[C:26]([CH:30]=1)[C:27]([OH:29])=O.C(N(C1CCN(C(C)C)CC1)C1C(C)=C(C=C(C(F)(F)F)C=1)C(O)=O)C.Cl.[NH2:67][CH2:68][C:69]1[C:70](=[O:79])[NH:71][C:72]([CH3:78])=[CH:73][C:74]=1[CH2:75][CH2:76][CH3:77].CC1C=C(C)NC(=O)C=1CNC(=O)C1C=C(C(F)(F)F)C=C(N(CC)C2CCN(C)CC2)C=1C, predict the reaction product. The product is: [CH:7]([OH:9])=[O:8].[Cl:21][C:22]1[CH:23]=[C:24]([N:32]([CH2:38][CH3:39])[CH:33]2[CH2:36][N:35]([CH3:37])[CH2:34]2)[C:25]([CH3:31])=[C:26]([CH:30]=1)[C:27]([NH:67][CH2:68][C:69]1[C:70](=[O:79])[NH:71][C:72]([CH3:78])=[CH:73][C:74]=1[CH2:75][CH2:76][CH3:77])=[O:29]. (5) Given the reactants [Cl:1][C:2]1[CH:7]=[CH:6][CH:5]=[C:4]([Cl:8])[C:3]=1[NH:9][C:10](=[O:24])[NH:11][C:12]1[CH:17]=[CH:16][C:15]([CH2:18][C:19]([O:21]CC)=[O:20])=[CH:14][CH:13]=1, predict the reaction product. The product is: [Cl:1][C:2]1[CH:7]=[CH:6][CH:5]=[C:4]([Cl:8])[C:3]=1[NH:9][C:10](=[O:24])[NH:11][C:12]1[CH:17]=[CH:16][C:15]([CH2:18][C:19]([OH:21])=[O:20])=[CH:14][CH:13]=1. (6) Given the reactants [O:1]1[CH:5]=[CH:4][CH:3]=[C:2]1[C:6]([CH2:8]C(OCC)=O)=[O:7].[OH-].[K+].[N:16]([O-])=[O:17].[Na+].S(=O)(=O)(O)O, predict the reaction product. The product is: [O:1]1[CH:5]=[CH:4][CH:3]=[C:2]1[C:6](=[O:7])/[CH:8]=[N:16]/[OH:17]. (7) Given the reactants [Cl:1][C:2]1[CH:31]=[C:30]([Cl:32])[CH:29]=[CH:28][C:3]=1[CH2:4][N:5]1[CH2:9][C@H:8]([C:10]2[CH:14]=[CH:13][S:12][CH:11]=2)[C@@H:7]([CH2:15][N:16]2[CH2:21][CH2:20][CH:19]([CH2:22][O:23][CH2:24][CH2:25][CH2:26][NH2:27])[CH2:18][CH2:17]2)[CH2:6]1.[C:33](OC(=O)C)(=[O:35])[CH3:34].N1C=CC=CC=1, predict the reaction product. The product is: [Cl:1][C:2]1[CH:31]=[C:30]([Cl:32])[CH:29]=[CH:28][C:3]=1[CH2:4][N:5]1[CH2:9][C@H:8]([C:10]2[CH:14]=[CH:13][S:12][CH:11]=2)[C@@H:7]([CH2:15][N:16]2[CH2:21][CH2:20][CH:19]([CH2:22][O:23][CH2:24][CH2:25][CH2:26][NH:27][C:33](=[O:35])[CH3:34])[CH2:18][CH2:17]2)[CH2:6]1. (8) Given the reactants [C:1]([OH:10])(=[O:9])[C:2]1[C:3](=[CH:5][CH:6]=[CH:7][CH:8]=1)[NH2:4].[F:11][C:12]1[CH:19]=[CH:18][C:15]([CH:16]=O)=[CH:14][CH:13]=1.C1(C)C=CC(S(O)(=O)=O)=CC=1.[BH4-].[Na+], predict the reaction product. The product is: [F:11][C:12]1[CH:19]=[CH:18][C:15]([CH2:16][NH:4][C:3]2[CH:5]=[CH:6][CH:7]=[CH:8][C:2]=2[C:1]([OH:10])=[O:9])=[CH:14][CH:13]=1. (9) The product is: [CH:1]1([C@@H:7]([NH:9][C:10]([C:12]2[C:21]3[C:20](=[CH:19][CH:18]=[CH:17][CH:16]=3)[N:15]=[C:14]([C:22]3[S:23][CH:24]=[CH:25][CH:26]=3)[C:13]=2[CH2:27][N:28]2[CH2:33][CH2:32][N:31]([CH2:34][C:35]([N:39]3[CH2:44][CH2:43][O:42][CH2:41][CH2:40]3)=[O:36])[CH2:30][C:29]2=[O:38])=[O:11])[CH3:8])[CH2:6][CH2:5][CH2:4][CH2:3][CH2:2]1. Given the reactants [CH:1]1([C@@H:7]([NH:9][C:10]([C:12]2[C:21]3[C:16](=[CH:17][CH:18]=[CH:19][CH:20]=3)[N:15]=[C:14]([C:22]3[S:23][CH:24]=[CH:25][CH:26]=3)[C:13]=2[CH2:27][N:28]2[CH2:33][CH2:32][N:31]([CH2:34][C:35](O)=[O:36])[CH2:30][C:29]2=[O:38])=[O:11])[CH3:8])[CH2:6][CH2:5][CH2:4][CH2:3][CH2:2]1.[NH:39]1[CH2:44][CH2:43][O:42][CH2:41][CH2:40]1, predict the reaction product.